Predict the reactants needed to synthesize the given product. From a dataset of Full USPTO retrosynthesis dataset with 1.9M reactions from patents (1976-2016). (1) Given the product [Cl:15][C:9]1[C:10]([Cl:14])=[CH:11][CH:12]=[CH:13][C:8]=1[C:6]1[N:5]=[C:4]([NH2:16])[N:3]=[C:2]([NH:28][CH2:27][CH:18]2[O:17][C:22]3[CH:23]=[CH:24][CH:25]=[CH:26][C:21]=3[O:20][CH2:19]2)[CH:7]=1, predict the reactants needed to synthesize it. The reactants are: Cl[C:2]1[CH:7]=[C:6]([C:8]2[CH:13]=[CH:12][CH:11]=[C:10]([Cl:14])[C:9]=2[Cl:15])[N:5]=[C:4]([NH2:16])[N:3]=1.[O:17]1[C:22]2[CH:23]=[CH:24][CH:25]=[CH:26][C:21]=2[O:20][CH2:19][CH:18]1[CH2:27][NH2:28].C(N(CC)CC)C. (2) Given the product [N+:29]([C:14]1[CH:15]=[N:16][C:17]2[C:22]([C:23]=1[NH:1][C@@H:2]([CH3:12])[CH2:3][NH:4][C:5](=[O:11])[O:6][C:7]([CH3:8])([CH3:10])[CH3:9])=[CH:21][CH:20]=[CH:19][CH:18]=2)([O-:37])=[O:34], predict the reactants needed to synthesize it. The reactants are: [NH2:1][C@@H:2]([CH3:12])[CH2:3][NH:4][C:5](=[O:11])[O:6][C:7]([CH3:10])([CH3:9])[CH3:8].Cl[C:14]1[CH:15]=[N:16][C:17]2[C:22]([C:23]=1[N+]([O-])=O)=[CH:21][CH:20]=[CH:19][CH:18]=2.C([N:29](CC)CC)C.[OH2:34].[Cl-].[Na+].[OH2:37]. (3) Given the product [OH:41][C:38]([CH:35]1[CH2:36][CH2:37][N:32]([C:25]([C:22]2[O:21][C:20]([NH:19][C:15]3[C:16]4[CH2:17][CH2:18][N:9]([C:6]5[CH:7]=[CH:8][C:3]([C:1]#[N:2])=[C:4]([C:28]([F:29])([F:30])[F:31])[CH:5]=5)[CH2:10][C:11]=4[N:12]=[CH:13][N:14]=3)=[N:24][CH:23]=2)=[O:27])[CH2:33][CH2:34]1)([CH3:40])[CH3:39], predict the reactants needed to synthesize it. The reactants are: [C:1]([C:3]1[CH:8]=[CH:7][C:6]([N:9]2[CH2:18][CH2:17][C:16]3[C:15]([NH:19][C:20]4[O:21][C:22]([C:25]([OH:27])=O)=[CH:23][N:24]=4)=[N:14][CH:13]=[N:12][C:11]=3[CH2:10]2)=[CH:5][C:4]=1[C:28]([F:31])([F:30])[F:29])#[N:2].[NH:32]1[CH2:37][CH2:36][CH:35]([C:38]([OH:41])([CH3:40])[CH3:39])[CH2:34][CH2:33]1.C1C=CC2N(O)N=NC=2C=1.CCN=C=NCCCN(C)C. (4) Given the product [C:1]([O:5][C:6]1[CH:14]=[CH:13][C:9]([C:10]([OH:12])=[O:11])=[C:8]([CH3:16])[CH:7]=1)([CH3:4])([CH3:2])[CH3:3], predict the reactants needed to synthesize it. The reactants are: [C:1]([O:5][C:6]1[CH:14]=[CH:13][C:9]([C:10]([OH:12])=[O:11])=[CH:8][CH:7]=1)([CH3:4])([CH3:3])[CH3:2].[Li][CH:16](CC)C.CN(CCN(C)C)C.IC.CCOC(C)=O. (5) Given the product [Cl:68][C:66]1[CH:67]=[C:62]([O:61][CH:58]2[CH2:57][CH2:56][N:55]([C:53](=[O:54])[CH2:52][NH:51][C:20]([C:18]3[N:17]=[N:16][N:15]([CH:10]4[CH2:11][CH2:12][CH2:13][CH2:14]4)[CH:19]=3)=[O:22])[CH2:60][CH2:59]2)[CH:63]=[N:64][CH:65]=1, predict the reactants needed to synthesize it. The reactants are: CCN(C(C)C)C(C)C.[CH:10]1([N:15]2[CH:19]=[C:18]([C:20]([OH:22])=O)[N:17]=[N:16]2)[CH2:14][CH2:13][CH2:12][CH2:11]1.C1(N)CCCC1.C1C=CC2N(O)N=NC=2C=1.CCN=C=NCCCN(C)C.Cl.[NH2:51][CH2:52][C:53]([N:55]1[CH2:60][CH2:59][CH:58]([O:61][C:62]2[CH:63]=[N:64][CH:65]=[C:66]([Cl:68])[CH:67]=2)[CH2:57][CH2:56]1)=[O:54].